Task: Predict the reaction yield, written as a fraction of the theoretical maximum amount of product (1.0 means a 100% yield; for example, 0.34 means a 34% yield).. Dataset: Reaction yield outcomes from USPTO patents with 853,638 reactions (1) The reactants are [CH3:1][C:2]1([CH3:17])[C:10]2[C:5](=[CH:6][C:7]([N+:11]([O-])=O)=[CH:8][CH:9]=2)[N:4]([C:14](=[O:16])[CH3:15])[CH2:3]1. The catalyst is CO.[Pd]. The product is [NH2:11][C:7]1[CH:6]=[C:5]2[C:10]([C:2]([CH3:17])([CH3:1])[CH2:3][N:4]2[C:14](=[O:16])[CH3:15])=[CH:9][CH:8]=1. The yield is 0.610. (2) The reactants are Br[C:2]1[S:6][C:5]([NH:7][C:8]([NH:10][C:11]2[CH:16]=[CH:15][C:14]([CH3:17])=[CH:13][C:12]=2[C:18]([CH:20]2[CH2:24][CH2:23][CH2:22][CH2:21]2)=[O:19])=[O:9])=[N:4][CH:3]=1.[CH3:25][O:26][C:27](=[O:39])[CH:28]([NH:31][C:32]([O:34][C:35]([CH3:38])([CH3:37])[CH3:36])=[O:33])[CH2:29][SH:30]. No catalyst specified. The product is [CH3:25][O:26][C:27](=[O:39])[CH:28]([NH:31][C:32]([O:34][C:35]([CH3:37])([CH3:36])[CH3:38])=[O:33])[CH2:29][S:30][C:2]1[S:6][C:5]([NH:7][C:8]([NH:10][C:11]2[CH:16]=[CH:15][C:14]([CH3:17])=[CH:13][C:12]=2[C:18]([CH:20]2[CH2:24][CH2:23][CH2:22][CH2:21]2)=[O:19])=[O:9])=[N:4][CH:3]=1. The yield is 0.350.